From a dataset of Rat liver microsome stability data. Regression/Classification. Given a drug SMILES string, predict its absorption, distribution, metabolism, or excretion properties. Task type varies by dataset: regression for continuous measurements (e.g., permeability, clearance, half-life) or binary classification for categorical outcomes (e.g., BBB penetration, CYP inhibition). Dataset: rlm. (1) The drug is COC(=O)c1ccc(CSc2nc(O)c3c(n2)CCC3)cc1. The result is 1 (stable in rat liver microsomes). (2) The result is 1 (stable in rat liver microsomes). The molecule is O=C(C1CCC1)N1CCN(C/C=C/c2ccccc2)CC1. (3) The compound is CCC(=O)NCCCc1cc(OC)ccc1C#Cc1cccc(OC)c1. The result is 1 (stable in rat liver microsomes). (4) The compound is Clc1ccccc1-c1nccc(-n2ccnc2)n1. The result is 0 (unstable in rat liver microsomes). (5) The molecule is NC(=O)C1CCN(c2nc(-c3ccc(Oc4ccccc4)cc3)cs2)CC1. The result is 1 (stable in rat liver microsomes). (6) The molecule is CCN1CCC(N(Cc2ccc3c(c2)OCO3)C(=O)Nc2cc(Cl)ccc2C(=O)OC)CC1. The result is 1 (stable in rat liver microsomes). (7) The drug is N#Cc1ccccc1Cn1c(N2CCC[C@@H](N)C2)ncc(/C=C/c2cccnc2)c1=O. The result is 1 (stable in rat liver microsomes). (8) The molecule is COc1ccc(S(=O)(=O)N2CCOCC2)cc1NC(=O)c1cccc(-n2cccc2)c1. The result is 1 (stable in rat liver microsomes). (9) The drug is CN(C(=O)CSc1nc2ccc(NC(=O)c3ccc(F)cc3)cc2s1)c1ccccc1. The result is 1 (stable in rat liver microsomes). (10) The result is 1 (stable in rat liver microsomes). The molecule is CC(C)CN1C(=O)CN(Cc2ccc(-c3ccc(F)c(CN4CCOCC4)n3)cc2)C1=O.